This data is from Forward reaction prediction with 1.9M reactions from USPTO patents (1976-2016). The task is: Predict the product of the given reaction. (1) Given the reactants [CH:1](NC(C)C)(C)C.[Li]CCCC.[CH3:13][C:14]1[S:23][C:22]2[C:21]3[C:24]([CH3:27])=[N:25][O:26][C:20]=3[C@H:19]([CH2:28][C:29]([O:31][C:32]([CH3:35])([CH3:34])[CH3:33])=[O:30])[NH:18][C:17](=[O:36])[C:16]=2[C:15]=1[CH3:37].IC, predict the reaction product. The product is: [CH3:13][C:14]1[S:23][C:22]2[C:21]3[C:24]([CH3:27])=[N:25][O:26][C:20]=3[C@H:19]([C@@H:28]([CH3:1])[C:29]([O:31][C:32]([CH3:33])([CH3:34])[CH3:35])=[O:30])[NH:18][C:17](=[O:36])[C:16]=2[C:15]=1[CH3:37]. (2) Given the reactants [C:1]([O:5][C:6](=[O:34])[NH:7][C:8]1[CH:13]=[C:12]([NH:14][C:15]([C:17]2NC(C(F)(F)F)=N[C:21]=2[C:22]2[CH:27]=[CH:26]C(F)=CC=2)=O)[CH:11]=[CH:10][C:9]=1C)([CH3:4])([CH3:3])[CH3:2].Cl[C:36]1[N:45]([CH3:46])[C:44](=[O:47])C2C(=CC=CC=2)[N:37]=1.C[O-].[Na+].[CH:51]1C=CC2N=CNC(=O)C=2C=1, predict the reaction product. The product is: [CH3:51][C:11]1[CH:10]=[CH:9][C:8]([NH:7][C:6](=[O:34])[O:5][C:1]([CH3:2])([CH3:3])[CH3:4])=[CH:13][C:12]=1[NH:14][C:15]1[CH:17]=[C:21]2[C:22](=[CH:27][CH:26]=1)[N:37]=[CH:36][N:45]([CH3:46])[C:44]2=[O:47]. (3) The product is: [NH:1]([C:57]([O:59][C:60]([CH3:63])([CH3:62])[CH3:61])=[O:58])[C@H:2]([C:18]([NH:20][C@H:21]([C:34]([NH:36][C@H:37]([C:53]([O:55][CH3:56])=[O:54])[CH2:38][CH2:39][CH2:40][CH2:41][NH2:42])=[O:35])[CH2:22][CH2:23][CH2:24][CH2:25][NH:26][C:27]([O:29][C:30]([CH3:33])([CH3:32])[CH3:31])=[O:28])=[O:19])[CH2:3][CH2:4][CH2:5][CH2:6][NH2:7]. Given the reactants [NH:1]([C:57]([O:59][C:60]([CH3:63])([CH3:62])[CH3:61])=[O:58])[C@H:2]([C:18]([NH:20][C@H:21]([C:34]([NH:36][C@H:37]([C:53]([O:55][CH3:56])=[O:54])[CH2:38][CH2:39][CH2:40][CH2:41][NH:42]C(OCC1C=CC=CC=1)=O)=[O:35])[CH2:22][CH2:23][CH2:24][CH2:25][NH:26][C:27]([O:29][C:30]([CH3:33])([CH3:32])[CH3:31])=[O:28])=[O:19])[CH2:3][CH2:4][CH2:5][CH2:6][NH:7]C(OCC1C=CC=CC=1)=O, predict the reaction product. (4) Given the reactants [CH3:1][O:2][C:3]1[CH:4]=[C:5]([CH:8]=[CH:9][C:10]=1[O:11][CH3:12])[CH:6]=O.[CH2:13]([O:15][C:16](=[O:19])[CH2:17][NH2:18])[CH3:14].[BH4-].[Na+].CCO, predict the reaction product. The product is: [CH3:1][O:2][C:3]1[CH:4]=[C:5]([CH:8]=[CH:9][C:10]=1[O:11][CH3:12])[CH2:6][NH:18][CH2:17][C:16]([O:15][CH2:13][CH3:14])=[O:19].